From a dataset of Full USPTO retrosynthesis dataset with 1.9M reactions from patents (1976-2016). Predict the reactants needed to synthesize the given product. (1) Given the product [CH2:10]1[C:11]2[C:16](=[CH:15][CH:14]=[CH:13][CH:12]=2)[CH2:17][CH:9]1[O:8][C:7]1[C:6]([N+:18]([O-:20])=[O:19])=[CH:5][C:4]([CH2:21][CH2:22][C:23]([O:25][CH3:26])=[O:24])=[CH:3][C:2]=1[C:33]1[CH:32]=[C:31]2[C:36](=[CH:35][CH:34]=1)[N:28]([CH3:27])[N:29]=[CH:30]2, predict the reactants needed to synthesize it. The reactants are: Br[C:2]1[CH:3]=[C:4]([CH2:21][CH2:22][C:23]([O:25][CH3:26])=[O:24])[CH:5]=[C:6]([N+:18]([O-:20])=[O:19])[C:7]=1[O:8][CH:9]1[CH2:17][C:16]2[C:11](=[CH:12][CH:13]=[CH:14][CH:15]=2)[CH2:10]1.[CH3:27][N:28]1[C:36]2[C:31](=[CH:32][C:33](B(O)O)=[CH:34][CH:35]=2)[CH:30]=[N:29]1.C1(P(C2C=CC=CC=2)C2C=CC=CC=2)C=CC=CC=1.P([O-])([O-])([O-])=O.[K+].[K+].[K+]. (2) Given the product [NH2:1][C@H:2]([C:15]([NH2:46])=[O:17])[CH2:3][CH2:4][CH2:5][NH:6][C:7](=[NH:14])[NH2:8], predict the reactants needed to synthesize it. The reactants are: [NH:1](C(OCC1C2C(=CC=CC=2)C2C1=CC=CC=2)=O)[C@H:2]([C:15]([OH:17])=O)[CH2:3][CH2:4][CH2:5][NH:6][C:7](=[NH:14])[NH:8]OC(C)(C)C.C1(C)C=C(C)C=C(C)C=1S([N:46]1C=NC([N+]([O-])=O)=N1)(=O)=O.CN1C=CN=C1. (3) Given the product [Cl:37][C:38]1[CH:43]=[C:42]([NH:44][C:45](=[O:57])[C:46]2[CH:51]=[CH:50][C:49]([CH2:52][CH2:53][CH2:54][CH2:55][CH3:56])=[CH:48][CH:47]=2)[CH:41]=[CH:40][C:39]=1[C:58]1[CH:66]=[C:65]2[C:61]([CH2:62][N:63]([C@@H:68]([CH:73]([CH3:74])[CH3:75])[C:69]([OH:71])=[O:70])[C:64]2=[O:67])=[CH:60][CH:59]=1, predict the reactants needed to synthesize it. The reactants are: C(C1C=CC(C(NC2C=CC(C3C=C4C(CN([C@@H](C(C)C)C(O)=O)C4=O)=CC=3)=NC=2)=O)=CC=1)(C)(C)C.[Cl:37][C:38]1[CH:43]=[C:42]([NH:44][C:45](=[O:57])[C:46]2[CH:51]=[CH:50][C:49]([CH2:52][CH2:53][CH2:54][CH2:55][CH3:56])=[CH:48][CH:47]=2)[CH:41]=[CH:40][C:39]=1[C:58]1[CH:66]=[C:65]2[C:61]([CH2:62][N:63]([C@@H:68]([CH:73]([CH3:75])[CH3:74])[C:69]([O:71]C)=[O:70])[C:64]2=[O:67])=[CH:60][CH:59]=1. (4) Given the product [O:18]1[CH:19]=[CH:20][CH:21]=[C:17]1[C:13]1[CH:12]=[C:11]([CH2:10][CH2:9][C:4]2[N:3]=[C:2]([N:1]=[CH:22][N:23]([CH3:25])[CH3:24])[NH:7][C:6](=[O:8])[CH:5]=2)[CH:16]=[CH:15][CH:14]=1, predict the reactants needed to synthesize it. The reactants are: [NH2:1][C:2]1[NH:7][C:6](=[O:8])[CH:5]=[C:4]([CH2:9][CH2:10][C:11]2[CH:16]=[CH:15][CH:14]=[C:13]([C:17]3[O:18][CH:19]=[CH:20][CH:21]=3)[CH:12]=2)[N:3]=1.[CH3:22][N:23]([CH:25](OC)OC)[CH3:24].O. (5) Given the product [CH2:17]([O:16][C:14]([NH:2][C:3]1[CH:11]=[CH:10][C:6]([C:7]([OH:9])=[O:8])=[C:5]([OH:12])[CH:4]=1)=[O:15])[C:18]1[CH:23]=[CH:22][CH:21]=[CH:20][CH:19]=1, predict the reactants needed to synthesize it. The reactants are: [Na].[NH2:2][C:3]1[CH:4]=[C:5]([OH:12])[C:6](=[CH:10][CH:11]=1)[C:7]([O-:9])=[O:8].Cl[C:14]([O:16][CH2:17][C:18]1[CH:23]=[CH:22][CH:21]=[CH:20][CH:19]=1)=[O:15].Cl. (6) Given the product [C:18]([NH:17][C:13]1[CH:12]=[C:11]([CH:8]2[CH2:9][CH2:10][N:5]([CH2:4][CH2:3][CH2:2][NH:1][C:35]([C:25]3[C:26]([C:29]4[CH:34]=[CH:33][CH:32]=[CH:31][CH:30]=4)=[N:27][O:28][C:24]=3[CH3:23])=[O:36])[CH2:6][CH2:7]2)[CH:16]=[CH:15][CH:14]=1)(=[O:22])[CH:19]([CH3:20])[CH3:21], predict the reactants needed to synthesize it. The reactants are: [NH2:1][CH2:2][CH2:3][CH2:4][N:5]1[CH2:10][CH2:9][CH:8]([C:11]2[CH:12]=[C:13]([NH:17][C:18](=[O:22])[CH:19]([CH3:21])[CH3:20])[CH:14]=[CH:15][CH:16]=2)[CH2:7][CH2:6]1.[CH3:23][C:24]1[O:28][N:27]=[C:26]([C:29]2[CH:34]=[CH:33][CH:32]=[CH:31][CH:30]=2)[C:25]=1[C:35](Cl)=[O:36].